The task is: Predict the reactants needed to synthesize the given product.. This data is from Full USPTO retrosynthesis dataset with 1.9M reactions from patents (1976-2016). (1) Given the product [Cl:1][C:2]1[CH:3]=[C:4]([C:9]2([C:25]([F:26])([F:28])[F:27])[O:13][N:12]=[C:11]([C:14]3[CH:23]=[CH:22][C:17]([C:18]4[N:19]=[C:38]([CH3:39])[O:21][N:20]=4)=[C:16]([CH2:24][C:30]([F:36])([F:35])[F:29])[CH:15]=3)[CH2:10]2)[CH:5]=[C:6]([Cl:8])[CH:7]=1, predict the reactants needed to synthesize it. The reactants are: [Cl:1][C:2]1[CH:3]=[C:4]([C:9]2([C:25]([F:28])([F:27])[F:26])[O:13][N:12]=[C:11]([C:14]3[CH:23]=[CH:22][C:17]([C:18]([NH:20][OH:21])=[NH:19])=[C:16]([CH3:24])[CH:15]=3)[CH2:10]2)[CH:5]=[C:6]([Cl:8])[CH:7]=1.[F:29][C:30]([F:36])([F:35])CC(Cl)=O.O.[CH3:38][CH2:39]OC(C)=O. (2) Given the product [CH3:29][S:30]([O:9][CH2:8][C:6]1[CH:7]=[C:2]([Br:1])[C:3](=[O:19])[N:4]([CH2:10][C:11]2[CH:16]=[CH:15][C:14]([O:17][CH3:18])=[CH:13][CH:12]=2)[N:5]=1)(=[O:32])=[O:31], predict the reactants needed to synthesize it. The reactants are: [Br:1][C:2]1[C:3](=[O:19])[N:4]([CH2:10][C:11]2[CH:16]=[CH:15][C:14]([O:17][CH3:18])=[CH:13][CH:12]=2)[N:5]=[C:6]([CH2:8][OH:9])[CH:7]=1.CCN(C(C)C)C(C)C.[CH3:29][S:30](Cl)(=[O:32])=[O:31]. (3) Given the product [OH:43][CH:41]([CH3:42])[CH2:40][NH:39][C:33](=[O:34])[C:32]1[CH:36]=[CH:37][CH:38]=[C:30]([S:27]([CH2:26][C:16]2[C:17]3[CH2:18][CH2:19][CH2:20][C:21](=[O:25])[C:22]=3[CH:23]=[CH:24][C:15]=2[O:14][C@@H:7]([C:8]2[CH:13]=[CH:12][CH:11]=[CH:10][CH:9]=2)[CH2:6][N:1]2[CH:5]=[CH:4][N:3]=[CH:2]2)(=[O:29])=[O:28])[CH:31]=1, predict the reactants needed to synthesize it. The reactants are: [N:1]1([CH2:6][C@@H:7]([O:14][C:15]2[CH:24]=[CH:23][C:22]3[C:21](=[O:25])[CH2:20][CH2:19][CH2:18][C:17]=3[C:16]=2[CH2:26][S:27]([C:30]2[CH:31]=[C:32]([CH:36]=[CH:37][CH:38]=2)[C:33](O)=[O:34])(=[O:29])=[O:28])[C:8]2[CH:13]=[CH:12][CH:11]=[CH:10][CH:9]=2)[CH:5]=[CH:4][N:3]=[CH:2]1.[NH2:39][CH2:40][CH:41]([OH:43])[CH3:42]. (4) Given the product [Br:30][C:27]1[CH:26]=[CH:25][C:24]([CH2:23][N:14]2[C:15](=[O:22])[C:16]([C:17]([O:19][CH2:20][CH3:21])=[O:18])=[C:7]([OH:8])[C:9]3[CH2:10][O:11][CH2:12][C:13]2=3)=[CH:29][CH:28]=1, predict the reactants needed to synthesize it. The reactants are: [O-]CC.[Na+].CO[C:7]([C:9]1[CH2:10][O:11][CH2:12][C:13]=1[N:14]([CH2:23][C:24]1[CH:29]=[CH:28][C:27]([Br:30])=[CH:26][CH:25]=1)[C:15](=[O:22])[CH2:16][C:17]([O:19][CH2:20][CH3:21])=[O:18])=[O:8].CCOC(C)=O. (5) Given the product [CH:43]1[C:44]2[CH:4]([CH2:1][O:5][C:6]([NH:8][C:9]([CH3:16])([CH3:17])[CH2:10]/[CH:11]=[CH:12]/[C:13]([OH:15])=[O:14])=[O:7])[C:46]3[C:38](=[CH:37][CH:36]=[CH:35][CH:34]=3)[C:39]=2[CH:40]=[CH:41][CH:42]=1, predict the reactants needed to synthesize it. The reactants are: [C:1]([O:5][C:6]([NH:8][C:9]([CH3:17])([CH3:16])[CH2:10]/[CH:11]=[CH:12]/[C:13]([OH:15])=[O:14])=[O:7])([CH3:4])(C)C.FC(F)(F)C(O)=O.C(=O)([O-])ON1C(=O)CC(C[C:34]2[C:46]3C[C:44]4[C:39](=[CH:40][CH:41]=[CH:42][CH:43]=4)[C:38]=3[CH:37]=[CH:36][CH:35]=2)C1=O. (6) The reactants are: F[C:2]1[CH:11]=[CH:10][C:9]2[CH:12]=[CH:13][C:14](=[O:15])[N:7]3[C:8]=2[C:3]=1[CH:4](C=O)[CH2:5][CH2:6]3.C[O-:19].[Na+].[CH:21](OCC)=[O:22]. Given the product [CH3:21][O:22][C:2]1[CH:11]=[CH:10][C:9]2[CH:12]=[CH:13][C:14](=[O:15])[N:7]3[C:8]=2[C:3]=1[C:4](=[O:19])[CH2:5][CH2:6]3, predict the reactants needed to synthesize it. (7) Given the product [CH3:8][O:7][C:5]([C:4]1([CH2:3][O:2][CH3:1])[CH2:9][CH2:12][N:13]([CH2:19][C:20]2[CH:21]=[CH:22][CH:23]=[CH:24][CH:25]=2)[CH2:14]1)=[O:6], predict the reactants needed to synthesize it. The reactants are: [CH3:1][O:2][CH2:3][C:4](=[CH2:9])[C:5]([O:7][CH3:8])=[O:6].CO[CH2:12][N:13]([CH2:19][C:20]1[CH:25]=[CH:24][CH:23]=[CH:22][CH:21]=1)[CH2:14][Si](C)(C)C.FC(F)(F)C(O)=O. (8) Given the product [CH2:28]([N:1]([C:2]1[CH:7]=[CH:6][CH:5]=[CH:4][CH:3]=1)[C:8]1[CH:9]=[C:10]([CH:25]=[CH:26][CH:27]=1)[CH2:11][O:12][C:13]1[CH:14]=[CH:15][C:16]([CH2:19][CH2:20][C:21]([OH:23])=[O:22])=[CH:17][CH:18]=1)[CH2:29][CH2:30][CH3:31], predict the reactants needed to synthesize it. The reactants are: [NH:1]([C:8]1[CH:9]=[C:10]([CH:25]=[CH:26][CH:27]=1)[CH2:11][O:12][C:13]1[CH:18]=[CH:17][C:16]([CH2:19][CH2:20][C:21]([O:23]C)=[O:22])=[CH:15][CH:14]=1)[C:2]1[CH:7]=[CH:6][CH:5]=[CH:4][CH:3]=1.[CH2:28](Br)[CH2:29][CH2:30][CH3:31].